Dataset: Forward reaction prediction with 1.9M reactions from USPTO patents (1976-2016). Task: Predict the product of the given reaction. (1) The product is: [C:1]1([CH:7]([C:8]2[CH:9]=[CH:10][CH:11]=[CH:12][CH:13]=2)[NH:14][C:34]2[C:33]3[N:37]=[CH:38][N:39]([C:32]=3[N:31]=[CH:30][N:35]=2)[C@@H:40]2[O:44][C@H:43]([CH2:45][OH:46])[C@@H:42]([OH:47])[C@H:41]2[OH:48])[CH:6]=[CH:5][CH:4]=[CH:3][CH:2]=1. Given the reactants [C:1]1([CH:7]([NH2:14])[C:8]2[CH:13]=[CH:12][CH:11]=[CH:10][CH:9]=2)[CH:6]=[CH:5][CH:4]=[CH:3][CH:2]=1.Cl.C1(C(N)C2C=CC=CC=2)C=CC=CC=1.[CH:30]1[N:35]=[C:34](Cl)[C:33]2[N:37]=[CH:38][N:39]([C@@H:40]3[O:44][C@H:43]([CH2:45][OH:46])[C@@H:42]([OH:47])[C@H:41]3[OH:48])[C:32]=2[N:31]=1.C(N(CC)CC)C, predict the reaction product. (2) The product is: [CH:1]1([N:7]2[C:11]3[CH:12]=[CH:13][C:14]([C:16]([O:18][CH2:19][CH3:20])=[O:17])=[CH:15][C:10]=3[N:9]=[C:8]2[C:21]2[CH:22]=[CH:23][C:24]([O:27][C:28]3[CH:33]=[CH:32][CH:31]=[C:30]([O:34][CH2:39][C:40]4[CH:45]=[CH:44][N:43]=[CH:42][CH:41]=4)[CH:29]=3)=[CH:25][CH:26]=2)[CH2:2][CH2:3][CH2:4][CH2:5][CH2:6]1. Given the reactants [CH:1]1([N:7]2[C:11]3[CH:12]=[CH:13][C:14]([C:16]([O:18][CH2:19][CH3:20])=[O:17])=[CH:15][C:10]=3[N:9]=[C:8]2[C:21]2[CH:26]=[CH:25][C:24]([O:27][C:28]3[CH:33]=[CH:32][CH:31]=[C:30]([OH:34])[CH:29]=3)=[CH:23][CH:22]=2)[CH2:6][CH2:5][CH2:4][CH2:3][CH2:2]1.[H-].[Na+].Cl.Cl[CH2:39][C:40]1[CH:45]=[CH:44][N:43]=[CH:42][CH:41]=1.O, predict the reaction product.